This data is from TCR-epitope binding with 47,182 pairs between 192 epitopes and 23,139 TCRs. The task is: Binary Classification. Given a T-cell receptor sequence (or CDR3 region) and an epitope sequence, predict whether binding occurs between them. (1) The epitope is KPLEFGATSAAL. The TCR CDR3 sequence is CASSSRQKEETQYF. Result: 1 (the TCR binds to the epitope). (2) The epitope is ILGLPTQTV. The TCR CDR3 sequence is CASSPLGDRETQYF. Result: 0 (the TCR does not bind to the epitope). (3) Result: 1 (the TCR binds to the epitope). The epitope is IVTDFSVIK. The TCR CDR3 sequence is CASSQDGLAGDNEQFF. (4) The epitope is RAKFKQLL. The TCR CDR3 sequence is CASSPLTDTQYF. Result: 1 (the TCR binds to the epitope). (5) The epitope is LLDFVRFMGV. The TCR CDR3 sequence is CSAGGNTEAFF. Result: 1 (the TCR binds to the epitope). (6) The epitope is SEPVLKGVKL. The TCR CDR3 sequence is CATSEAGTGNTDTQYF. Result: 1 (the TCR binds to the epitope). (7) The epitope is LEPLVDLPI. The TCR CDR3 sequence is CASSQDIGYYGYTF. Result: 1 (the TCR binds to the epitope).